From a dataset of Forward reaction prediction with 1.9M reactions from USPTO patents (1976-2016). Predict the product of the given reaction. (1) The product is: [Cl:33][C:30]1[CH:29]=[CH:28][C:27]([CH:8]([C:5]2[CH:4]=[CH:3][C:2]([Cl:1])=[CH:7][CH:6]=2)[C:9]2[CH:10]=[C:11]3[C:16](=[CH:17][CH:18]=2)[N:15]=[C:14]([OH:19])[CH:13]=[C:12]3[NH:20][CH:21]2[CH2:22][CH2:23][N:24]([S:38]([C:41]3[S:45][C:44]([C:46]([O:48][CH3:49])=[O:47])=[CH:43][CH:42]=3)(=[O:39])=[O:40])[CH2:25][CH2:26]2)=[CH:32][CH:31]=1. Given the reactants [Cl:1][C:2]1[CH:7]=[CH:6][C:5]([CH:8]([C:27]2[CH:32]=[CH:31][C:30]([Cl:33])=[CH:29][CH:28]=2)[C:9]2[CH:10]=[C:11]3[C:16](=[CH:17][CH:18]=2)[N:15]=[C:14]([OH:19])[CH:13]=[C:12]3[NH:20][CH:21]2[CH2:26][CH2:25][NH:24][CH2:23][CH2:22]2)=[CH:4][CH:3]=1.ClCCl.Cl[S:38]([C:41]1[S:45][C:44]([C:46]([O:48][CH3:49])=[O:47])=[CH:43][CH:42]=1)(=[O:40])=[O:39], predict the reaction product. (2) Given the reactants [NH2:1][C:2]1[C:7]([F:8])=[C:6]([C:9]2[CH:14]=[CH:13][C:12]([CH:15]3[CH2:17][CH2:16]3)=[CH:11][CH:10]=2)[N:5]=[C:4]([C:18]([O:20][CH2:21][CH3:22])=[O:19])[C:3]=1[Cl:23].[CH:24]1([C:27]2C=CC(B(O)O)=C[CH:28]=2)[CH2:26][CH2:25]1.NC1C(F)=C(Cl)N=C(C(OC)=O)C=1Cl.[F-].[Cs+].P(C1C=C(S([O-])(=O)=O)C=CC=1)(C1C=C(S([O-])(=O)=O)C=CC=1)C1C=C(S([O-])(=O)=O)C=CC=1.[Na+].[Na+].[Na+], predict the reaction product. The product is: [NH2:1][C:2]1[C:7]([F:8])=[C:6]([C:9]2[CH:10]=[CH:11][C:12]([CH:15]3[CH2:16][CH2:17]3)=[CH:13][CH:14]=2)[N:5]=[C:4]([C:18]([O:20][CH2:21][C:22]2[CH:28]=[CH:27][CH:24]=[CH:25][CH:26]=2)=[O:19])[C:3]=1[Cl:23].[NH2:1][C:2]1[C:7]([F:8])=[C:6]([C:9]2[CH:10]=[CH:11][C:12]([CH:15]3[CH2:16][CH2:17]3)=[CH:13][CH:14]=2)[N:5]=[C:4]([C:18]([O:20][CH3:21])=[O:19])[C:3]=1[Cl:23]. (3) Given the reactants [C:1]([NH:3][CH3:4])#[CH:2].[Cl:5][C:6]1[C:11]([CH:12]=O)=[C:10]([F:14])[C:9]([CH3:15])=[CH:8][CH:7]=1.C(O[BH-](OC(=O)C)OC(=O)C)(=O)C.[Na+].C(O)(=O)C, predict the reaction product. The product is: [Cl:5][C:6]1[C:11]([CH2:12][N:3]([C:1]#[CH:2])[CH3:4])=[C:10]([F:14])[C:9]([CH3:15])=[CH:8][CH:7]=1. (4) The product is: [I:23][C:7]1[C:6]2[C:10](=[CH:11][CH:12]=[C:4]([O:3][C:2]([F:17])([F:16])[F:1])[CH:5]=2)[NH:9][N:8]=1. Given the reactants [F:1][C:2]([F:17])([F:16])[O:3][C:4]1[CH:5]=[C:6]2[C:10](=[CH:11][CH:12]=1)[NH:9][N:8]=[C:7]2C(O)=O.C(=O)(O)[O-].[Na+].[I-:23].[Na+].II, predict the reaction product. (5) Given the reactants [CH3:1][C:2]1[N:7]=[C:6]([C:8]2[CH:13]=[CH:12][CH:11]=[C:10]([C:14]3[CH:15]=[C:16]([S:20](Cl)(=[O:22])=[O:21])[CH:17]=[CH:18][CH:19]=3)[N:9]=2)[CH:5]=[C:4]([C:24]2[CH:29]=[CH:28][C:27]([C:30]([F:33])([F:32])[F:31])=[CH:26][CH:25]=2)[CH:3]=1.[CH3:34][O:35][CH2:36][CH2:37][O:38][CH2:39][CH2:40][O:41][CH2:42][CH2:43][O:44][CH2:45][CH2:46][NH2:47].CCN(CC)CC, predict the reaction product. The product is: [CH3:34][O:35][CH2:36][CH2:37][O:38][CH2:39][CH2:40][O:41][CH2:42][CH2:43][O:44][CH2:45][CH2:46][NH:47][S:20]([C:16]1[CH:17]=[CH:18][CH:19]=[C:14]([C:10]2[N:9]=[C:8]([C:6]3[CH:5]=[C:4]([C:24]4[CH:25]=[CH:26][C:27]([C:30]([F:32])([F:31])[F:33])=[CH:28][CH:29]=4)[CH:3]=[C:2]([CH3:1])[N:7]=3)[CH:13]=[CH:12][CH:11]=2)[CH:15]=1)(=[O:22])=[O:21]. (6) Given the reactants [CH:1]1([NH:8][C:9]([C:11]2[O:15][N:14]=[C:13]([C:16]3[CH:21]=[CH:20][CH:19]=[CH:18][CH:17]=3)[C:12]=2[N+:22]([O-])=O)=[O:10])[CH2:7][CH2:6][CH2:5][CH2:4][CH2:3][CH2:2]1.Cl[Sn]Cl, predict the reaction product. The product is: [CH:1]1([NH:8][C:9]([C:11]2[O:15][N:14]=[C:13]([C:16]3[CH:17]=[CH:18][CH:19]=[CH:20][CH:21]=3)[C:12]=2[NH2:22])=[O:10])[CH2:7][CH2:6][CH2:5][CH2:4][CH2:3][CH2:2]1. (7) Given the reactants [CH:1]([C:4]1[CH:9]=[CH:8][CH:7]=[C:6]([CH:10]([CH3:12])[CH3:11])[C:5]=1[OH:13])([CH3:3])[CH3:2].C1N2CN3CN(C2)CN1C3.CCCCCC.FC(F)(F)[C:32](O)=[O:33], predict the reaction product. The product is: [CH:10]([C:6]1[CH:7]=[C:8]([CH:9]=[C:4]([CH:1]([CH3:3])[CH3:2])[C:5]=1[OH:13])[CH:32]=[O:33])([CH3:12])[CH3:11]. (8) Given the reactants [F:1][C:2]1[CH:6]=[N:5][N:4]([CH3:7])[C:3]=1[C:8]1[CH:9]=[C:10]([NH2:16])[CH:11]=[CH:12][C:13]=1[O:14][CH3:15].[F:17][C:18]1[CH:19]=[C:20]([N:24]=[C:25]=[O:26])[CH:21]=[CH:22][CH:23]=1, predict the reaction product. The product is: [F:1][C:2]1[CH:6]=[N:5][N:4]([CH3:7])[C:3]=1[C:8]1[CH:9]=[C:10]([NH:16][C:25]([NH:24][C:20]2[CH:21]=[CH:22][CH:23]=[C:18]([F:17])[CH:19]=2)=[O:26])[CH:11]=[CH:12][C:13]=1[O:14][CH3:15]. (9) Given the reactants [C:1]([C:5]1[CH:10]=[C:9]([Cl:11])[CH:8]=[CH:7][C:6]=1[N:12]1[CH2:17][CH2:16][N:15]([C:18]([C:20]2[N:25]=[CH:24][C:23]([OH:26])=[CH:22][CH:21]=2)=[O:19])[CH2:14][CH2:13]1)([CH3:4])([CH3:3])[CH3:2].Br[CH2:28][C:29]([O:31][CH3:32])=[O:30].C(=O)([O-])[O-].[K+].[K+].O, predict the reaction product. The product is: [C:1]([C:5]1[CH:10]=[C:9]([Cl:11])[CH:8]=[CH:7][C:6]=1[N:12]1[CH2:13][CH2:14][N:15]([C:18]([C:20]2[N:25]=[CH:24][C:23]([O:26][CH2:28][C:29]([O:31][CH3:32])=[O:30])=[CH:22][CH:21]=2)=[O:19])[CH2:16][CH2:17]1)([CH3:4])([CH3:2])[CH3:3]. (10) The product is: [F:17][CH2:9][C:3]1[C@H:4]2[CH2:8][O:7][CH2:6][C@H:5]2[O:1][N:2]=1. Given the reactants [O:1]1[C@@H:5]2[CH2:6][O:7][CH2:8][C@@H:4]2[C:3]([CH2:9]O)=[N:2]1.C(N(S(F)(F)[F:17])CC)C, predict the reaction product.